This data is from Forward reaction prediction with 1.9M reactions from USPTO patents (1976-2016). The task is: Predict the product of the given reaction. (1) Given the reactants [C:1](#[N:13])[CH2:2][CH2:3]/[CH:4]=[CH:5]\[CH2:6][CH2:7][CH2:8]/[CH:9]=[CH:10]\[CH2:11][CH3:12].C1(C)C=CC(S(O)=O)=CC=1, predict the reaction product. The product is: [C:1](#[N:13])[CH2:2][CH2:3][CH:4]=[CH:5][CH2:6][CH2:7][CH2:8][CH:9]=[CH:10][CH2:11][CH3:12]. (2) Given the reactants C(O[C:6]([N:8]1[CH2:12][C:11](=[N:13][O:14][CH3:15])[CH2:10][C@H:9]1[C:16]([OH:18])=[O:17])=[O:7])(C)(C)C.[CH3:19][C:20]1[CH:21]=[C:22]([C:29]2[CH:34]=[CH:33][CH:32]=[CH:31][CH:30]=2)[CH:23]=[CH:24][C:25]=1C(O)=O.[CH3:35]O, predict the reaction product. The product is: [CH3:19][C:20]1[CH:21]=[C:22]([C:29]2[CH:34]=[CH:33][CH:32]=[CH:31][CH:30]=2)[CH:23]=[CH:24][C:25]=1[C:6]([N:8]1[CH2:12][C:11](=[N:13][O:14][CH3:15])[CH2:10][C@H:9]1[C:16]([O:18][CH3:35])=[O:17])=[O:7]. (3) Given the reactants [F:1][C:2]([F:44])([F:43])[C:3]1[CH:4]=[C:5]([C:13]([CH3:42])([CH3:41])[C:14]([N:16]([CH3:40])[C:17]2[C:18]([C:32]3[CH:37]=[CH:36][C:35]([F:38])=[CH:34][C:33]=3[CH3:39])=[CH:19][C:20]([C@@H:23]3[NH:27][C@@:26]([CH3:31])([C:28]([NH2:30])=[O:29])[CH2:25][CH2:24]3)=[N:21][CH:22]=2)=[O:15])[CH:6]=[C:7]([C:9]([F:12])([F:11])[F:10])[CH:8]=1.[C:45]([OH:57])(=[O:56])[CH2:46][C:47]([CH2:52][C:53]([OH:55])=[O:54])([C:49]([OH:51])=[O:50])[OH:48], predict the reaction product. The product is: [C:45]([OH:57])(=[O:56])[CH2:46][C:47]([CH2:52][C:53]([OH:55])=[O:54])([C:49]([OH:51])=[O:50])[OH:48].[F:44][C:2]([F:1])([F:43])[C:3]1[CH:4]=[C:5]([C:13]([CH3:41])([CH3:42])[C:14]([N:16]([CH3:40])[C:17]2[C:18]([C:32]3[CH:37]=[CH:36][C:35]([F:38])=[CH:34][C:33]=3[CH3:39])=[CH:19][C:20]([C@@H:23]3[NH:27][C@@:26]([CH3:31])([C:28]([NH2:30])=[O:29])[CH2:25][CH2:24]3)=[N:21][CH:22]=2)=[O:15])[CH:6]=[C:7]([C:9]([F:10])([F:11])[F:12])[CH:8]=1. (4) Given the reactants Br[C:2]1[CH:3]=[CH:4][C:5]([O:8][CH2:9][C@@H:10]2[C@@H:15]([NH:16][S:17]([CH3:20])(=[O:19])=[O:18])[CH2:14][CH2:13][O:12][CH2:11]2)=[N:6][CH:7]=1.[C:21]([C:23]1[CH:28]=[CH:27][CH:26]=[CH:25][C:24]=1B(O)O)#[N:22].C1(P(C2CCCCC2)C2C=CC=CC=2C2C(C(C)C)=CC(C(C)C)=CC=2C(C)C)CCCCC1.[F-].[K+], predict the reaction product. The product is: [C:21]([C:23]1[CH:28]=[CH:27][CH:26]=[CH:25][C:24]=1[C:2]1[CH:3]=[CH:4][C:5]([O:8][CH2:9][C@@H:10]2[C@@H:15]([NH:16][S:17]([CH3:20])(=[O:19])=[O:18])[CH2:14][CH2:13][O:12][CH2:11]2)=[N:6][CH:7]=1)#[N:22]. (5) Given the reactants [CH3:1][O:2][C:3]1[CH:4]=[C:5]([C:9]2([CH2:21][C:22]([N:24]([CH3:26])[CH3:25])=[O:23])[CH2:14][CH2:13][N:12]([C:15]3[N:20]=[CH:19][CH:18]=[CH:17][N:16]=3)[CH2:11][CH2:10]2)[CH:6]=[CH:7][CH:8]=1.[ClH:27].C(OCC)C.C(OCC)C, predict the reaction product. The product is: [ClH:27].[CH3:1][O:2][C:3]1[CH:4]=[C:5]([C:9]2([CH2:21][C:22]([N:24]([CH3:26])[CH3:25])=[O:23])[CH2:14][CH2:13][N:12]([C:15]3[N:16]=[CH:17][CH:18]=[CH:19][N:20]=3)[CH2:11][CH2:10]2)[CH:6]=[CH:7][CH:8]=1. (6) Given the reactants [NH:1]1[C:9]2[C:4](=[N:5][C:6]([C:10](OC)=[O:11])=[CH:7][CH:8]=2)[CH:3]=[N:2]1.[H-].[H-].[H-].[H-].[Li+].[Al+3].[OH-].[Na+], predict the reaction product. The product is: [NH:1]1[C:9]2[C:4](=[N:5][C:6]([CH2:10][OH:11])=[CH:7][CH:8]=2)[CH:3]=[N:2]1. (7) Given the reactants [Na].[CH3:2][SH:3].[Cl:4][C:5]1[CH:10]=[N:9][CH:8]=[C:7](Cl)[N:6]=1.C([O-])([O-])=O.[K+].[K+].CN(C=O)C, predict the reaction product. The product is: [Cl:4][C:5]1[CH:10]=[N:9][CH:8]=[C:7]([S:3][CH3:2])[N:6]=1.